Dataset: Forward reaction prediction with 1.9M reactions from USPTO patents (1976-2016). Task: Predict the product of the given reaction. (1) Given the reactants [C:1]([O:11][CH:12]([CH3:14])[CH3:13])(=[O:10])/[CH:2]=[CH:3]/[C:4]([O:6][CH:7]([CH3:9])[CH3:8])=[O:5].[C:15]([O:25][CH2:26][CH3:27])(=[O:24])[CH:16]=[CH:17][C:18]1[CH:23]=[CH:22][CH:21]=[CH:20][CH:19]=1.C(C1C=CC=CC=1C=C)=C.C(OOOC(C)(C)C)(=O)C(C)(C)C, predict the reaction product. The product is: [C:4]([O:6][CH:7]([CH3:9])[CH3:8])(=[O:5])/[CH:3]=[CH:2]/[C:1]([O:11][CH:12]([CH3:14])[CH3:13])=[O:10].[C:15]([O:25][CH2:26][CH3:27])(=[O:24])[CH:16]=[CH:17][C:18]1[CH:19]=[CH:20][CH:21]=[CH:22][CH:23]=1. (2) Given the reactants [Li]CCCC.[CH3:6][N:7]1[CH:11]=[CH:10][N:9]=[CH:8]1.Cl[Si](CC)(CC)CC.[Cl:20][C:21]1[CH:26]=[CH:25][C:24]([C:27]([C:29]2[CH:30]=[C:31]3[C:36](=[CH:37][CH:38]=2)[N:35]=[C:34]([Cl:39])[CH:33]=[C:32]3[CH2:40][CH2:41][C:42]2[CH:47]=[CH:46][CH:45]=[CH:44][CH:43]=2)=[O:28])=[CH:23][CH:22]=1, predict the reaction product. The product is: [Cl:39][C:34]1[CH:33]=[C:32]([CH2:40][CH2:41][C:42]2[CH:43]=[CH:44][CH:45]=[CH:46][CH:47]=2)[C:31]2[C:36](=[CH:37][CH:38]=[C:29]([C:27]([C:24]3[CH:23]=[CH:22][C:21]([Cl:20])=[CH:26][CH:25]=3)([C:11]3[N:7]([CH3:6])[CH:8]=[N:9][CH:10]=3)[OH:28])[CH:30]=2)[N:35]=1.